Dataset: Full USPTO retrosynthesis dataset with 1.9M reactions from patents (1976-2016). Task: Predict the reactants needed to synthesize the given product. (1) Given the product [CH3:17][O:11][C:10]([CH:2]1[CH2:3][C:4]2[C:9](=[CH:8][CH:7]=[CH:6][CH:5]=2)[NH:1]1)=[O:12], predict the reactants needed to synthesize it. The reactants are: [NH:1]1[C:9]2[C:4](=[CH:5][CH:6]=[CH:7][CH:8]=2)[CH2:3][CH:2]1[C:10]([OH:12])=[O:11].S(Cl)(Cl)=O.[CH3:17]O. (2) Given the product [CH2:1]([N:5]1[C:13]2[C:8](=[C:9]([O:14][CH3:15])[CH:10]=[CH:11][CH:12]=2)[C:7]([C:16]([N:36]2[CH2:37][CH2:38][CH:33]([C:28]3[CH:27]=[C:26]([CH:31]=[CH:30][C:29]=3[F:32])[CH2:25][NH:24][C:22](=[O:23])[C:21]([F:40])([F:39])[F:20])[CH2:34][CH2:35]2)=[O:18])=[CH:6]1)[CH2:2][CH2:3][CH3:4], predict the reactants needed to synthesize it. The reactants are: [CH2:1]([N:5]1[C:13]2[C:8](=[C:9]([O:14][CH3:15])[CH:10]=[CH:11][CH:12]=2)[C:7]([C:16]([OH:18])=O)=[CH:6]1)[CH2:2][CH2:3][CH3:4].Cl.[F:20][C:21]([F:40])([F:39])[C:22]([NH:24][CH2:25][C:26]1[CH:31]=[CH:30][C:29]([F:32])=[C:28]([CH:33]2[CH2:38][CH2:37][NH:36][CH2:35][CH2:34]2)[CH:27]=1)=[O:23]. (3) The reactants are: [CH3:1][O:2][C:3]([C:5]1[C:10]([O:11][CH2:12][C:13]2[CH:18]=[CH:17][CH:16]=[CH:15][CH:14]=2)=[C:9]([S:19][CH3:20])[CH:8]=[C:7](Br)[N:6]=1)=[O:4].C([Sn](CCCC)(CCCC)[C:27]1[O:28][CH:29]=[CH:30][CH:31]=1)CCC. Given the product [CH3:1][O:2][C:3]([C:5]1[C:10]([O:11][CH2:12][C:13]2[CH:18]=[CH:17][CH:16]=[CH:15][CH:14]=2)=[C:9]([S:19][CH3:20])[CH:8]=[C:7]([C:27]2[O:28][CH:29]=[CH:30][CH:31]=2)[N:6]=1)=[O:4], predict the reactants needed to synthesize it. (4) The reactants are: [N:1]1[CH:6]=[CH:5][CH:4]=[CH:3][C:2]=1[S:7][CH2:8][CH2:9][CH2:10][C:11]1(Br)[CH2:13][C:12]1(Br)Br.C[Li]. Given the product [N:1]1[CH:6]=[CH:5][CH:4]=[CH:3][C:2]=1[S:7][CH2:8][CH2:9][CH2:10][C:11]1[CH2:13][CH:12]=1, predict the reactants needed to synthesize it.